This data is from Full USPTO retrosynthesis dataset with 1.9M reactions from patents (1976-2016). The task is: Predict the reactants needed to synthesize the given product. (1) Given the product [C:24]([CH2:23][N:6]1[CH2:7][C@@H:2]([CH3:1])[N:3]([C:9]([O:11][C:12]([CH3:13])([CH3:15])[CH3:14])=[O:10])[C@@H:4]([CH3:8])[CH2:5]1)#[N:25], predict the reactants needed to synthesize it. The reactants are: [CH3:1][C@H:2]1[CH2:7][NH:6][CH2:5][C@@H:4]([CH3:8])[N:3]1[C:9]([O:11][C:12]([CH3:15])([CH3:14])[CH3:13])=[O:10].C([O-])([O-])=O.[K+].[K+].Cl[CH2:23][C:24]#[N:25].CCOC(C)=O. (2) Given the product [C:1]([C:5]1[CH:6]=[CH:7][C:8]([O:33][CH3:34])=[C:9]([NH:11][C:12]([NH:14][C:15]2[C:24]3[C:19](=[CH:20][CH:21]=[CH:22][CH:23]=3)[C:18]([O:25][C:26]3[CH:31]=[CH:30][N:29]=[C:28]([CH3:35])[N:27]=3)=[CH:17][CH:16]=2)=[O:13])[CH:10]=1)([CH3:4])([CH3:3])[CH3:2], predict the reactants needed to synthesize it. The reactants are: [C:1]([C:5]1[CH:6]=[CH:7][C:8]([O:33][CH3:34])=[C:9]([NH:11][C:12]([NH:14][C:15]2[C:24]3[C:19](=[CH:20][CH:21]=[CH:22][CH:23]=3)[C:18]([O:25][C:26]3[CH:31]=[CH:30][N:29]=[C:28](Cl)[N:27]=3)=[CH:17][CH:16]=2)=[O:13])[CH:10]=1)([CH3:4])([CH3:3])[CH3:2].[CH3:35]N(C=O)C. (3) Given the product [Cl:1][C:2]1[CH:9]=[CH:8][CH:7]=[C:6]([F:10])[C:3]=1[C:4]1[N:31]=[C:28]2[N:29]=[CH:30][C:25]([O:24][CH3:23])=[CH:26][N:27]2[C:12]=1[NH:11][C:13]1[CH:22]=[CH:21][C:16]2[O:17][CH2:18][CH2:19][O:20][C:15]=2[CH:14]=1, predict the reactants needed to synthesize it. The reactants are: [Cl:1][C:2]1[CH:9]=[CH:8][CH:7]=[C:6]([F:10])[C:3]=1[CH:4]=O.[N+:11]([C:13]1[CH:22]=[CH:21][C:16]2[O:17][CH2:18][CH2:19][O:20][C:15]=2[CH:14]=1)#[C-:12].[CH3:23][O:24][C:25]1[CH:26]=[N:27][C:28]([NH2:31])=[N:29][CH:30]=1.[Br-].C([N+]1C=CN(C)C=1)CCC.